This data is from Peptide-MHC class I binding affinity with 185,985 pairs from IEDB/IMGT. The task is: Regression. Given a peptide amino acid sequence and an MHC pseudo amino acid sequence, predict their binding affinity value. This is MHC class I binding data. (1) The peptide sequence is AEGTGITHL. The MHC is HLA-A01:01 with pseudo-sequence HLA-A01:01. The binding affinity (normalized) is 0.0847. (2) The binding affinity (normalized) is 0.0847. The peptide sequence is NSTHNTPVY. The MHC is HLA-A69:01 with pseudo-sequence HLA-A69:01.